From a dataset of Full USPTO retrosynthesis dataset with 1.9M reactions from patents (1976-2016). Predict the reactants needed to synthesize the given product. (1) Given the product [CH:15]1[C:28]2[S:27][C:26]3[C:21](=[CH:22][CH:23]=[CH:24][CH:25]=3)[O:20][C:19]=2[C:18]([C:2]2[O:3][C:4]([N:9]3[CH2:14][CH2:13][O:12][CH2:11][CH2:10]3)=[CH:5][C:6](=[O:8])[CH:7]=2)=[CH:17][CH:16]=1, predict the reactants needed to synthesize it. The reactants are: Cl[C:2]1[O:3][C:4]([N:9]2[CH2:14][CH2:13][O:12][CH2:11][CH2:10]2)=[CH:5][C:6](=[O:8])[CH:7]=1.[CH:15]1[C:28]2[S:27][C:26]3[C:21](=[CH:22][CH:23]=[CH:24][CH:25]=3)[O:20][C:19]=2[C:18](B(O)O)=[CH:17][CH:16]=1.C(=O)([O-])[O-].[K+].[K+].N#N. (2) Given the product [OH:1][C:2]([CH3:35])([CH3:34])[CH2:3][C@@:4]1([C:28]2[CH:29]=[CH:30][CH:31]=[CH:32][CH:33]=2)[O:9][C:8](=[O:10])[N:7]([C@H:11]([C:13]2[CH:14]=[CH:15][C:16]([C:37]3[C:42]([CH3:43])=[C:41]([CH3:44])[N:40]([CH3:45])[C:39](=[O:46])[CH:38]=3)=[CH:17][CH:18]=2)[CH3:12])[CH2:6][CH2:5]1, predict the reactants needed to synthesize it. The reactants are: [OH:1][C:2]([CH3:35])([CH3:34])[CH2:3][C@@:4]1([C:28]2[CH:33]=[CH:32][CH:31]=[CH:30][CH:29]=2)[O:9][C:8](=[O:10])[N:7]([C@H:11]([C:13]2[CH:18]=[CH:17][C:16](B3OC(C)(C)C(C)(C)O3)=[CH:15][CH:14]=2)[CH3:12])[CH2:6][CH2:5]1.Br[C:37]1[C:42]([CH3:43])=[C:41]([CH3:44])[N:40]([CH3:45])[C:39](=[O:46])[CH:38]=1. (3) Given the product [F:68][C:63]1[C:64]([O:66][CH3:67])=[N:65][C:60]([N:14]2[CH2:15][CH2:16][N:11]3[N:10]=[C:9]([CH2:8][O:1][C:2]4[CH:3]=[CH:4][CH:5]=[CH:6][CH:7]=4)[CH:18]=[C:12]3[C:13]2=[O:17])=[N:61][CH:62]=1, predict the reactants needed to synthesize it. The reactants are: [O:1]([CH2:8][C:9]1[CH:18]=[C:12]2[C:13](=[O:17])[NH:14][CH2:15][CH2:16][N:11]2[N:10]=1)[C:2]1[CH:7]=[CH:6][CH:5]=[CH:4][CH:3]=1.C(=O)([O-])[O-].[Cs+].[Cs+].C1(P(C2CCCCC2)C2C=CC=CC=2C2C(C(C)C)=CC(C(C)C)=CC=2C(C)C)CCCCC1.Cl[C:60]1[N:65]=[C:64]([O:66][CH3:67])[C:63]([F:68])=[CH:62][N:61]=1. (4) Given the product [CH3:15][O:14][C:11]1[CH:12]=[CH:13][C:8]([C:5]2[S:6][CH:7]=[C:3]([CH2:2][N:16]3[CH:20]=[CH:19][N:18]=[N:17]3)[N:4]=2)=[CH:9][CH:10]=1, predict the reactants needed to synthesize it. The reactants are: Cl[CH2:2][C:3]1[N:4]=[C:5]([C:8]2[CH:13]=[CH:12][C:11]([O:14][CH3:15])=[CH:10][CH:9]=2)[S:6][CH:7]=1.[NH:16]1[CH:20]=[CH:19][N:18]=[N:17]1.[I-].[K+].[OH-].[Na+]. (5) The reactants are: [CH3:1][C:2]1[C:6]2[C:7]([C:11]3[CH:16]=[CH:15][N:14]=[CH:13][CH:12]=3)=[CH:8][CH:9]=[CH:10][C:5]=2[O:4][C:3]=1[C:17]([OH:19])=O.[CH3:20][O:21][C:22](=[O:44])[C@@H:23]([NH:27][S:28]([C:31]1[CH:36]=[CH:35][C:34]([C:37]2[CH:42]=[CH:41][C:40]([NH2:43])=[CH:39][CH:38]=2)=[CH:33][CH:32]=1)(=[O:30])=[O:29])[CH:24]([CH3:26])[CH3:25].F[P-](F)(F)(F)(F)F.N1(O[P+](N(C)C)(N(C)C)N(C)C)C2C=CC=CC=2N=N1.C(N(CC)C(C)C)(C)C. Given the product [CH3:20][O:21][C:22](=[O:44])[C@@H:23]([NH:27][S:28]([C:31]1[CH:36]=[CH:35][C:34]([C:37]2[CH:38]=[CH:39][C:40]([NH:43][C:17]([C:3]3[O:4][C:5]4[CH:10]=[CH:9][CH:8]=[C:7]([C:11]5[CH:16]=[CH:15][N:14]=[CH:13][CH:12]=5)[C:6]=4[C:2]=3[CH3:1])=[O:19])=[CH:41][CH:42]=2)=[CH:33][CH:32]=1)(=[O:30])=[O:29])[CH:24]([CH3:26])[CH3:25], predict the reactants needed to synthesize it. (6) Given the product [CH3:17][C:4]1[C:3]([CH2:2][O:1][C:20]2[CH:19]=[N:18][CH:23]=[CH:22][CH:21]=2)=[C:7]([CH3:8])[N:6]([C:9]2[CH:16]=[CH:15][C:12]([C:13]#[N:14])=[CH:11][CH:10]=2)[N:5]=1, predict the reactants needed to synthesize it. The reactants are: [OH:1][CH2:2][C:3]1[C:4]([CH3:17])=[N:5][N:6]([C:9]2[CH:16]=[CH:15][C:12]([C:13]#[N:14])=[CH:11][CH:10]=2)[C:7]=1[CH3:8].[N:18]1[CH:23]=[CH:22][CH:21]=[C:20](O)[CH:19]=1.